This data is from Full USPTO retrosynthesis dataset with 1.9M reactions from patents (1976-2016). The task is: Predict the reactants needed to synthesize the given product. (1) Given the product [CH3:8][O:9][C:10]1[C:15]([CH2:16][N:17]2[CH2:22][CH2:21][C:20](=[CH:3][C:2]([O:1][CH2:5][CH3:4])=[O:24])[CH2:19][CH2:18]2)=[CH:14][CH:13]=[CH:12][N:11]=1, predict the reactants needed to synthesize it. The reactants are: [O:1]1[CH2:5][CH2:4][CH2:3][CH2:2]1.[H-].[Na+].[CH3:8][O:9][C:10]1[C:15]([CH2:16][N:17]2[CH2:22][CH2:21][C:20](=O)[CH2:19][CH2:18]2)=[CH:14][CH:13]=[CH:12][N:11]=1.[OH2:24]. (2) Given the product [C:1]([C:5]1[CH:6]=[CH:7][C:8]([C:11]2[CH:19]=[C:18]3[C:14]([C:15]([C:21](=[O:25])[C:22]([O:29][CH2:27][CH3:28])=[O:23])=[CH:16][N:17]3[CH3:20])=[CH:13][CH:12]=2)=[CH:9][CH:10]=1)([CH3:4])([CH3:2])[CH3:3], predict the reactants needed to synthesize it. The reactants are: [C:1]([C:5]1[CH:10]=[CH:9][C:8]([C:11]2[CH:19]=[C:18]3[C:14]([CH:15]=[CH:16][N:17]3[CH3:20])=[CH:13][CH:12]=2)=[CH:7][CH:6]=1)([CH3:4])([CH3:3])[CH3:2].[C:21](Cl)(=[O:25])[C:22](Cl)=[O:23].[CH2:27]([OH:29])[CH3:28]. (3) Given the product [CH3:1][C:2]1[CH:6]=[C:5]([CH2:7][N:15]2[CH2:14][CH2:13][N:12]([C:18]([O:20][C:21]([CH3:24])([CH3:23])[CH3:22])=[O:19])[CH2:17][CH2:16]2)[N:4]([CH:9]([CH3:11])[CH3:10])[N:3]=1, predict the reactants needed to synthesize it. The reactants are: [CH3:1][C:2]1[CH:6]=[C:5]([CH:7]=O)[N:4]([CH:9]([CH3:11])[CH3:10])[N:3]=1.[N:12]1([C:18]([O:20][C:21]([CH3:24])([CH3:23])[CH3:22])=[O:19])[CH2:17][CH2:16][NH:15][CH2:14][CH2:13]1.C(N(CC)CC)C.C(O[BH-](OC(=O)C)OC(=O)C)(=O)C.[Na+]. (4) Given the product [F:16][C:13]1[CH:14]=[CH:15][C:10]([C:8]2[N:9]=[C:5]([CH2:4][C:3]3[CH:21]=[CH:22][CH:23]=[CH:24][C:2]=3[C:28]3[CH:29]=[CH:30][CH:31]=[CH:32][C:27]=3[O:26][CH3:25])[S:6][C:7]=2[CH2:17][C:18]([OH:20])=[O:19])=[CH:11][CH:12]=1, predict the reactants needed to synthesize it. The reactants are: Br[C:2]1[CH:24]=[CH:23][CH:22]=[CH:21][C:3]=1[CH2:4][C:5]1[S:6][C:7]([CH2:17][C:18]([OH:20])=[O:19])=[C:8]([C:10]2[CH:15]=[CH:14][C:13]([F:16])=[CH:12][CH:11]=2)[N:9]=1.[CH3:25][O:26][C:27]1[CH:32]=[CH:31][CH:30]=[CH:29][C:28]=1B(O)O. (5) Given the product [C:25]([C:21]1[CH:20]=[C:19]([NH:18][C:2]2[C:3]3[CH:10]=[CH:9][N:8]([CH2:11][CH2:12][O:13][CH2:14][CH2:15][O:16][CH3:17])[C:4]=3[N:5]=[CH:6][N:7]=2)[CH:24]=[CH:23][CH:22]=1)#[CH:26], predict the reactants needed to synthesize it. The reactants are: Cl[C:2]1[C:3]2[CH:10]=[CH:9][N:8]([CH2:11][CH2:12][O:13][CH2:14][CH2:15][O:16][CH3:17])[C:4]=2[N:5]=[CH:6][N:7]=1.[NH2:18][C:19]1[CH:20]=[C:21]([C:25]#[CH:26])[CH:22]=[CH:23][CH:24]=1. (6) Given the product [CH3:1][C:2]1[N:3]([C:8]2[N:13]=[C:12]([CH2:14][C:15]([N:17]3[C:25]4[C:20](=[CH:21][C:22]([NH:26][C:40]([C:35]5[CH2:36][CH2:37][CH2:38][CH2:39][C:34]=5[C:31]5[CH:30]=[CH:29][C:28]([F:27])=[CH:33][CH:32]=5)=[O:41])=[CH:23][CH:24]=4)[CH2:19][CH2:18]3)=[O:16])[CH:11]=[CH:10][CH:9]=2)[C:4]([CH3:7])=[CH:5][CH:6]=1, predict the reactants needed to synthesize it. The reactants are: [CH3:1][C:2]1[N:3]([C:8]2[N:13]=[C:12]([CH2:14][C:15]([N:17]3[C:25]4[C:20](=[CH:21][C:22]([NH2:26])=[CH:23][CH:24]=4)[CH2:19][CH2:18]3)=[O:16])[CH:11]=[CH:10][CH:9]=2)[C:4]([CH3:7])=[CH:5][CH:6]=1.[F:27][C:28]1[CH:33]=[CH:32][C:31]([C:34]2[CH2:39][CH2:38][CH2:37][CH2:36][C:35]=2[C:40](O)=[O:41])=[CH:30][CH:29]=1.O.ON1C2C=CC=CC=2N=N1.CN(C)CCCN=C=NCC. (7) Given the product [Cl:43][C:44]1[CH:52]=[CH:51][C:47]([C:48]([NH:1][CH:2]([C:3]2([N:8]([CH3:10])[CH3:9])[CH2:7][CH2:6][CH2:5][CH2:4]2)[C:11]2[CH:12]=[CH:13][CH:14]=[CH:15][CH:16]=2)=[O:49])=[C:46]([CH3:53])[CH:45]=1, predict the reactants needed to synthesize it. The reactants are: [NH2:1][CH:2]([C:11]1[CH:16]=[CH:15][CH:14]=[CH:13][CH:12]=1)[C:3]1([N:8]([CH3:10])[CH3:9])[CH2:7][CH2:6][CH2:5][CH2:4]1.CN(C)C1(C(C2C=CC=CC=2)NC(=O)C2C(C)=CC=CC=2C)CCOC1.[Cl:43][C:44]1[CH:52]=[CH:51][C:47]([C:48](O)=[O:49])=[C:46]([CH3:53])[CH:45]=1.C1C=CC2N(O)N=NC=2C=1.C1CCC(N=C=NC2CCCCC2)CC1.C(=O)(O)[O-].[Na+]. (8) Given the product [O:11]1[C:3]2[CH:4]=[CH:5][CH:9]=[CH:10][C:2]=2[NH:1][CH2:13]1, predict the reactants needed to synthesize it. The reactants are: [NH2:1][C:2]1[CH:10]=[CH:9][C:5](C(N)=O)=[CH:4][C:3]=1[OH:11].O1CCC[CH2:13]1. (9) Given the product [CH2:4]([C:6]1[CH:7]=[CH:8][C:9]([F:34])=[C:10]([C:12]2[CH:17]=[N:16][C:15]([N:18]3[C:26]4[C:21](=[CH:22][CH:23]=[C:24]([C:27]([OH:29])=[O:28])[CH:25]=4)[C:20]([CH:31]([OH:33])[CH3:32])=[CH:19]3)=[N:14][CH:13]=2)[CH:11]=1)[CH3:5], predict the reactants needed to synthesize it. The reactants are: O.[OH-].[Li+].[CH2:4]([C:6]1[CH:7]=[CH:8][C:9]([F:34])=[C:10]([C:12]2[CH:13]=[N:14][C:15]([N:18]3[C:26]4[C:21](=[CH:22][CH:23]=[C:24]([C:27]([O:29]C)=[O:28])[CH:25]=4)[C:20]([CH:31]([OH:33])[CH3:32])=[CH:19]3)=[N:16][CH:17]=2)[CH:11]=1)[CH3:5]. (10) Given the product [Cl:1][C:2]1[N:7]=[CH:6][C:5]([C:8]([NH:11][CH2:12][CH3:13])([CH3:9])[CH3:10])=[CH:4][CH:3]=1, predict the reactants needed to synthesize it. The reactants are: [Cl:1][C:2]1[N:7]=[CH:6][C:5]([C:8]([NH:11][C:12](=O)[CH3:13])([CH3:10])[CH3:9])=[CH:4][CH:3]=1.Cl.